From a dataset of Full USPTO retrosynthesis dataset with 1.9M reactions from patents (1976-2016). Predict the reactants needed to synthesize the given product. Given the product [CH3:11][C:8]1[S:9][C:10]2[C:2]([O:1][CH:37]([CH3:38])[CH2:36][C:30]3[CH:31]=[CH:32][CH:33]=[CH:34][CH:35]=3)=[CH:3][C:4]([C:12]([O:14][CH2:15][CH3:16])=[O:13])=[CH:5][C:6]=2[CH:7]=1, predict the reactants needed to synthesize it. The reactants are: [OH:1][C:2]1[C:10]2[S:9][C:8]([CH3:11])=[CH:7][C:6]=2[CH:5]=[C:4]([C:12]([O:14][CH2:15][CH3:16])=[O:13])[CH:3]=1.[CH:30]1[CH:35]=[CH:34][C:33](P([C:30]2[CH:35]=[CH:34][CH:33]=[CH:32][CH:31]=2)[C:30]2[CH:35]=[CH:34][CH:33]=[CH:32][CH:31]=2)=[CH:32][CH:31]=1.[CH3:36][CH:37](OC(/N=N/C(OC(C)C)=O)=O)[CH3:38].